From a dataset of Catalyst prediction with 721,799 reactions and 888 catalyst types from USPTO. Predict which catalyst facilitates the given reaction. (1) Reactant: [Br:1][C:2]1[N:7]=[C:6]([Cl:8])[C:5](I)=[CH:4][CH:3]=1.[CH2:10]([O:17][CH2:18][CH:19]=[O:20])[C:11]1[CH:16]=[CH:15][CH:14]=[CH:13][CH:12]=1.[NH4+].[Cl-]. Product: [CH2:10]([O:17][CH2:18][CH:19]([C:5]1[C:6]([Cl:8])=[N:7][C:2]([Br:1])=[CH:3][CH:4]=1)[OH:20])[C:11]1[CH:16]=[CH:15][CH:14]=[CH:13][CH:12]=1. The catalyst class is: 1. (2) Reactant: [CH2:1]([N:3]1[C:8]2[N:9]=[C:10]([NH:13][C:14]3[CH:19]=[CH:18][C:17]([O:20]C)=[CH:16][CH:15]=3)[N:11]=[CH:12][C:7]=2[CH:6]=[CH:5][C:4]1=[O:22])[CH3:2].Br. Product: [CH2:1]([N:3]1[C:8]2[N:9]=[C:10]([NH:13][C:14]3[CH:19]=[CH:18][C:17]([OH:20])=[CH:16][CH:15]=3)[N:11]=[CH:12][C:7]=2[CH:6]=[CH:5][C:4]1=[O:22])[CH3:2]. The catalyst class is: 796. (3) Reactant: C(OC(=O)[NH:7][CH2:8][C:9]([CH3:27])([C@@H:11]1[C@@H:20]2[CH2:21][CH:22]=[CH:23][C@@H:19]2[C:18]2[CH:17]=[C:16]([N+:24]([O-:26])=[O:25])[CH:15]=[CH:14][C:13]=2[NH:12]1)[CH3:10])(C)(C)C.Cl.O1CCOCC1. Product: [CH3:27][C:9]([C@@H:11]1[C@@H:20]2[CH2:21][CH:22]=[CH:23][C@@H:19]2[C:18]2[CH:17]=[C:16]([N+:24]([O-:26])=[O:25])[CH:15]=[CH:14][C:13]=2[NH:12]1)([CH3:10])[CH2:8][NH2:7]. The catalyst class is: 7. (4) Reactant: C[O:2][C:3]([C:5]1[C:6]([C:19]([F:22])([F:21])[F:20])=[N:7][C:8]([NH:11][C:12]2[CH:17]=[CH:16][CH:15]=[C:14]([Cl:18])[CH:13]=2)=[N:9][CH:10]=1)=[O:4].[OH-].[K+]. Product: [Cl:18][C:14]1[CH:13]=[C:12]([NH:11][C:8]2[N:7]=[C:6]([C:19]([F:22])([F:21])[F:20])[C:5]([C:3]([OH:4])=[O:2])=[CH:10][N:9]=2)[CH:17]=[CH:16][CH:15]=1. The catalyst class is: 5.